From a dataset of Peptide-MHC class I binding affinity with 185,985 pairs from IEDB/IMGT. Regression. Given a peptide amino acid sequence and an MHC pseudo amino acid sequence, predict their binding affinity value. This is MHC class I binding data. (1) The peptide sequence is VLEWRFDSRL. The MHC is HLA-A29:02 with pseudo-sequence HLA-A29:02. The binding affinity (normalized) is 0.0284. (2) The peptide sequence is CYMHVSDFY. The MHC is HLA-A68:02 with pseudo-sequence HLA-A68:02. The binding affinity (normalized) is 0.0847. (3) The peptide sequence is FANNGFTLV. The MHC is HLA-A02:02 with pseudo-sequence HLA-A02:02. The binding affinity (normalized) is 0.701.